This data is from Peptide-MHC class II binding affinity with 134,281 pairs from IEDB. The task is: Regression. Given a peptide amino acid sequence and an MHC pseudo amino acid sequence, predict their binding affinity value. This is MHC class II binding data. (1) The peptide sequence is AGELQIIDKIDAAFK. The MHC is DRB1_0401 with pseudo-sequence DRB1_0401. The binding affinity (normalized) is 0.446. (2) The peptide sequence is GPVTILNWSFVRNDQ. The MHC is HLA-DQA10501-DQB10301 with pseudo-sequence HLA-DQA10501-DQB10301. The binding affinity (normalized) is 0.167. (3) The peptide sequence is DLLNRNNTFKPFAEY. The MHC is DRB1_1101 with pseudo-sequence DRB1_1101. The binding affinity (normalized) is 0.209. (4) The peptide sequence is RNITGTSSTPEAVSL. The MHC is DRB1_0405 with pseudo-sequence DRB1_0405. The binding affinity (normalized) is 0.644. (5) The MHC is HLA-DPA10103-DPB10401 with pseudo-sequence HLA-DPA10103-DPB10401. The peptide sequence is MAVHQYTVALFLAVA. The binding affinity (normalized) is 0.480. (6) The peptide sequence is ALLKNYGLLYCFRKD. The MHC is DRB1_1501 with pseudo-sequence DRB1_1501. The binding affinity (normalized) is 0.738. (7) The peptide sequence is PIVNRNGEVIGLYGN. The MHC is DRB1_0801 with pseudo-sequence DRB1_0801. The binding affinity (normalized) is 0.172. (8) The MHC is DRB1_0101 with pseudo-sequence DRB1_0101. The binding affinity (normalized) is 0.424. The peptide sequence is DGGNMLESILIKPSN. (9) The peptide sequence is VDPTDYFRNEQSIPP. The MHC is DRB1_0405 with pseudo-sequence DRB1_0405. The binding affinity (normalized) is 0.390. (10) The peptide sequence is KEIYNYMEPYVSKNP. The MHC is HLA-DPA10301-DPB10402 with pseudo-sequence HLA-DPA10301-DPB10402. The binding affinity (normalized) is 0.476.